Dataset: NCI-60 drug combinations with 297,098 pairs across 59 cell lines. Task: Regression. Given two drug SMILES strings and cell line genomic features, predict the synergy score measuring deviation from expected non-interaction effect. (1) Drug 1: CCCS(=O)(=O)NC1=C(C(=C(C=C1)F)C(=O)C2=CNC3=C2C=C(C=N3)C4=CC=C(C=C4)Cl)F. Drug 2: C1CC(C1)(C(=O)O)C(=O)O.[NH2-].[NH2-].[Pt+2]. Cell line: OVCAR-4. Synergy scores: CSS=18.2, Synergy_ZIP=-4.12, Synergy_Bliss=1.20, Synergy_Loewe=-0.854, Synergy_HSA=-1.41. (2) Drug 1: CC(CN1CC(=O)NC(=O)C1)N2CC(=O)NC(=O)C2. Drug 2: C1=CC=C(C(=C1)C(C2=CC=C(C=C2)Cl)C(Cl)Cl)Cl. Cell line: SF-295. Synergy scores: CSS=29.3, Synergy_ZIP=-7.77, Synergy_Bliss=1.94, Synergy_Loewe=-1.70, Synergy_HSA=1.14. (3) Drug 1: CCC1(CC2CC(C3=C(CCN(C2)C1)C4=CC=CC=C4N3)(C5=C(C=C6C(=C5)C78CCN9C7C(C=CC9)(C(C(C8N6C)(C(=O)OC)O)OC(=O)C)CC)OC)C(=O)OC)O.OS(=O)(=O)O. Drug 2: CCN(CC)CCCC(C)NC1=C2C=C(C=CC2=NC3=C1C=CC(=C3)Cl)OC. Cell line: SN12C. Synergy scores: CSS=3.62, Synergy_ZIP=-2.44, Synergy_Bliss=2.44, Synergy_Loewe=-0.759, Synergy_HSA=-0.501.